From a dataset of NCI-60 drug combinations with 297,098 pairs across 59 cell lines. Regression. Given two drug SMILES strings and cell line genomic features, predict the synergy score measuring deviation from expected non-interaction effect. (1) Drug 1: CN1CCC(CC1)COC2=C(C=C3C(=C2)N=CN=C3NC4=C(C=C(C=C4)Br)F)OC. Drug 2: CC1=C2C(C(=O)C3(C(CC4C(C3C(C(C2(C)C)(CC1OC(=O)C(C(C5=CC=CC=C5)NC(=O)C6=CC=CC=C6)O)O)OC(=O)C7=CC=CC=C7)(CO4)OC(=O)C)O)C)OC(=O)C. Cell line: CCRF-CEM. Synergy scores: CSS=37.3, Synergy_ZIP=11.3, Synergy_Bliss=11.7, Synergy_Loewe=-29.0, Synergy_HSA=11.6. (2) Cell line: HOP-62. Synergy scores: CSS=37.0, Synergy_ZIP=-5.37, Synergy_Bliss=-3.97, Synergy_Loewe=-12.2, Synergy_HSA=-1.09. Drug 2: C1=C(C(=O)NC(=O)N1)F. Drug 1: C1CN1C2=NC(=NC(=N2)N3CC3)N4CC4. (3) Drug 1: CN1CCC(CC1)COC2=C(C=C3C(=C2)N=CN=C3NC4=C(C=C(C=C4)Br)F)OC. Drug 2: CN1C2=C(C=C(C=C2)N(CCCl)CCCl)N=C1CCCC(=O)O.Cl. Cell line: PC-3. Synergy scores: CSS=7.06, Synergy_ZIP=-3.74, Synergy_Bliss=-0.575, Synergy_Loewe=-6.20, Synergy_HSA=0.340.